Dataset: Reaction yield outcomes from USPTO patents with 853,638 reactions. Task: Predict the reaction yield, written as a fraction of the theoretical maximum amount of product (1.0 means a 100% yield; for example, 0.34 means a 34% yield). (1) The reactants are [C:1]([O:5][C:6]([NH:8][C@H:9]([C:13]1[CH:18]=[C:17]([C:19]2[CH:28]=[CH:27][C:26]([N+:29]([O-])=O)=[CH:25][C:20]=2[C:21]([O:23][CH3:24])=[O:22])[CH:16]=[CH:15][N:14]=1)[CH2:10][CH:11]=[CH2:12])=[O:7])([CH3:4])([CH3:3])[CH3:2].[Cl-].[NH4+]. The catalyst is CO.[Zn]. The product is [C:1]([O:5][C:6]([NH:8][C@H:9]([C:13]1[CH:18]=[C:17]([C:19]2[CH:28]=[CH:27][C:26]([NH:29][C:6]([O:5][CH3:1])=[O:7])=[CH:25][C:20]=2[C:21]([O:23][CH3:24])=[O:22])[CH:16]=[CH:15][N:14]=1)[CH2:10][CH:11]=[CH2:12])=[O:7])([CH3:4])([CH3:3])[CH3:2]. The yield is 1.03. (2) The reactants are Cl[C:2]1[CH:7]=[CH:6][C:5]([C:8]([F:11])([F:10])[F:9])=[CH:4][CH:3]=1.[SH:12][CH:13](O)C.[C:16]([O-:19])([O-])=O.[K+].[K+]. The catalyst is CN(C=O)C. The product is [F:9][C:8]([F:11])([F:10])[C:5]1[CH:6]=[CH:7][C:2]([S:12][CH2:13][CH2:16][OH:19])=[CH:3][CH:4]=1. The yield is 0.676.